This data is from Full USPTO retrosynthesis dataset with 1.9M reactions from patents (1976-2016). The task is: Predict the reactants needed to synthesize the given product. Given the product [Cl:16][C:11]1[N:10]=[C:9]([N:8]([C:5]2[CH:4]=[CH:3][C:2]([Cl:1])=[CH:7][CH:6]=2)[C:36]2[CH:41]=[CH:40][CH:39]=[CH:38][CH:37]=2)[N:14]=[C:13]([NH2:23])[N:12]=1, predict the reactants needed to synthesize it. The reactants are: [Cl:1][C:2]1[CH:7]=[CH:6][C:5]([NH:8][C:9]2[N:14]=[C:13](Cl)[N:12]=[C:11]([Cl:16])[N:10]=2)=[CH:4][CH:3]=1.C(=O)([O-])[O-].[K+].[K+].[NH2:23]C1C=CC=CC=1.C(OCC)(=O)C.[C:36]1(C)[CH:41]=[CH:40][CH:39]=[CH:38][CH:37]=1.